From a dataset of Catalyst prediction with 721,799 reactions and 888 catalyst types from USPTO. Predict which catalyst facilitates the given reaction. (1) Reactant: [CH3:1][N:2]1[C:7](=[O:8])[C:6]2=[CH:9][NH:10][N:11]=[C:5]2[N:4]2[CH2:12][C:13]([CH3:16])([CH3:15])[N:14]=[C:3]12.Br[CH2:18][C:19]1[CH:24]=[CH:23][C:22]([C:25](=[O:27])[CH3:26])=[CH:21][CH:20]=1.C([O-])([O-])=O.[K+].[K+]. Product: [C:25]([C:22]1[CH:23]=[CH:24][C:19]([CH2:18][N:10]2[CH:9]=[C:6]3[C:7](=[O:8])[N:2]([CH3:1])[C:3]4[N:4]([CH2:12][C:13]([CH3:16])([CH3:15])[N:14]=4)[C:5]3=[N:11]2)=[CH:20][CH:21]=1)(=[O:27])[CH3:26]. The catalyst class is: 3. (2) The catalyst class is: 7. Product: [CH3:2][C:3]1([CH2:10][CH2:11][C:12](=[O:14])[NH2:1])[C:7](=[O:8])[CH2:6][CH2:5][C:4]1=[O:9]. Reactant: [NH3:1].[CH3:2][C:3]1([CH2:10][CH2:11][C:12]([O:14]C)=O)[C:7](=[O:8])[CH2:6][CH2:5][C:4]1=[O:9]. (3) Reactant: [NH2:1][C:2]1[C:10]([N+:11]([O-:13])=[O:12])=[CH:9][CH:8]=[CH:7][C:3]=1[C:4]([OH:6])=O.CN(C(ON1N=NC2C=CC=CC1=2)=[N+](C)C)C.F[P-](F)(F)(F)(F)F.CCN(C(C)C)C(C)C.S(O)(O)(=O)=O.[NH2:52][C:53]1[NH:54][CH:55]=[CH:56][N:57]=1.[OH-].[Na+]. Product: [NH2:1][C:2]1[C:10]([N+:11]([O-:13])=[O:12])=[CH:9][CH:8]=[CH:7][C:3]=1[C:4]([NH:52][C:53]1[NH:54][CH:55]=[CH:56][N:57]=1)=[O:6]. The catalyst class is: 163. (4) Reactant: [N:1]([C@H:4]([C@H:14]1[O:18][C:17](=[O:19])[C@H:16]([CH2:20][CH2:21][CH3:22])[CH2:15]1)[CH2:5][O:6]CC1C=CC=CC=1)=[N+]=[N-].[ClH:23].O1CCOCC1.[H][H]. Product: [ClH:23].[NH2:1][C@H:4]([C@H:14]1[O:18][C:17](=[O:19])[C@H:16]([CH2:20][CH2:21][CH3:22])[CH2:15]1)[CH2:5][OH:6]. The catalyst class is: 178. (5) Reactant: [C:1]1([S:7](Cl)(=[O:9])=[O:8])[CH:6]=[CH:5][CH:4]=[CH:3][CH:2]=1.C(N([NH:26][C:27]1[CH:28]=[C:29]([CH2:41][CH2:42][CH2:43][OH:44])[CH:30]=[CH:31][C:32]=1[O:33][CH2:34][C:35]1[CH:40]=[CH:39][CH:38]=[CH:37][CH:36]=1)C(OC(C)(C)C)=O)C1C=CC=CC=1.[N:45]1[CH:50]=[CH:49][CH:48]=[CH:47][CH:46]=1.C(=O)(O)[O-].[Na+].[C:56](OCC)(=O)[CH3:57]. Product: [CH2:50]([NH:45][C@H:42]([CH2:43][OH:44])[CH2:41][C:29]1[CH:30]=[CH:31][C:32]([O:33][CH2:34][C:35]2[CH:36]=[CH:37][CH:38]=[CH:39][CH:40]=2)=[C:27]([NH:26][S:7]([C:1]2[CH:6]=[CH:5][CH:4]=[CH:3][CH:2]=2)(=[O:9])=[O:8])[CH:28]=1)[C:49]1[CH:57]=[CH:56][CH:46]=[CH:47][CH:48]=1. The catalyst class is: 4. (6) Reactant: [Cl:1][C:2]1[CH:7]=[CH:6][CH:5]=[CH:4][C:3]=1[N:8]1[C:13](=[O:14])[C:12]2[S:15][CH:16]=[CH:17][C:11]=2[N:10]=[C:9]1[CH3:18].CO[CH:21](OC)[N:22]([CH3:24])[CH3:23]. Product: [Cl:1][C:2]1[CH:7]=[CH:6][CH:5]=[CH:4][C:3]=1[N:8]1[C:13](=[O:14])[C:12]2[S:15][CH:16]=[CH:17][C:11]=2[N:10]=[C:9]1[CH:18]=[CH:21][N:22]([CH3:24])[CH3:23]. The catalyst class is: 9. (7) Reactant: Cl.Cl.[C:3]([C:7]1[CH:12]=[CH:11][CH:10]=[CH:9][C:8]=1[N:13]1[CH2:18][CH2:17][NH:16][CH2:15][CH2:14]1)([CH3:6])([CH3:5])[CH3:4].[N:19]([CH2:22][C:23]([O:25][CH2:26][CH3:27])=[O:24])=[C:20]=[O:21].C(N(CC)CC)C.O1CCCC1. Product: [C:3]([C:7]1[CH:12]=[CH:11][CH:10]=[CH:9][C:8]=1[N:13]1[CH2:18][CH2:17][N:16]([C:20]([NH:19][CH2:22][C:23]([O:25][CH2:26][CH3:27])=[O:24])=[O:21])[CH2:15][CH2:14]1)([CH3:6])([CH3:4])[CH3:5]. The catalyst class is: 6.